Dataset: Peptide-MHC class I binding affinity with 185,985 pairs from IEDB/IMGT. Task: Regression. Given a peptide amino acid sequence and an MHC pseudo amino acid sequence, predict their binding affinity value. This is MHC class I binding data. (1) The peptide sequence is PELGAFFAI. The MHC is HLA-B27:03 with pseudo-sequence HLA-B27:03. The binding affinity (normalized) is 0.0847. (2) The peptide sequence is DESASKSASV. The MHC is HLA-B44:02 with pseudo-sequence HLA-B44:02. The binding affinity (normalized) is 0.299.